From a dataset of Reaction yield outcomes from USPTO patents with 853,638 reactions. Predict the reaction yield, written as a fraction of the theoretical maximum amount of product (1.0 means a 100% yield; for example, 0.34 means a 34% yield). (1) The reactants are [CH3:1][C:2]1[N:6]([CH2:7][C:8]([N:10]2[CH2:15][CH2:14][CH:13]([C:16]3[CH:17]=[C:18]([CH:22]=[CH:23][CH:24]=3)[C:19](O)=[O:20])[CH2:12][CH2:11]2)=[O:9])[N:5]=[C:4]([C:25]([F:28])([F:27])[F:26])[CH:3]=1.C(N(C(C)C)CC)(C)C.C[NH3+].F[P-](F)(F)(F)(F)F.N1(OC(N(C)C)=[N+](C)C)C2N=CC=CC=2N=N1.F[P-](F)(F)(F)(F)F.[CH3:71][NH:72][C@@H:73]([C:75]1[CH:80]=[CH:79][CH:78]=[CH:77][CH:76]=1)[CH3:74]. The catalyst is CN(C=O)C. The product is [CH3:71][N:72]([C@@H:73]([C:75]1[CH:80]=[CH:79][CH:78]=[CH:77][CH:76]=1)[CH3:74])[C:19](=[O:20])[C:18]1[CH:22]=[CH:23][CH:24]=[C:16]([CH:13]2[CH2:12][CH2:11][N:10]([C:8](=[O:9])[CH2:7][N:6]3[C:2]([CH3:1])=[CH:3][C:4]([C:25]([F:28])([F:27])[F:26])=[N:5]3)[CH2:15][CH2:14]2)[CH:17]=1. The yield is 0.410. (2) The reactants are [CH3:1][O:2][C:3]1[CH:4]=[C:5]([CH:8]=[CH:9][CH:10]=1)[CH:6]=O.[O:11]=[C:12]([CH:14](P(=O)(OCC)OCC)[CH2:15][CH2:16][CH2:17][CH2:18][CH3:19])[CH3:13]. No catalyst specified. The product is [CH3:1][O:2][C:3]1[CH:4]=[C:5]([CH:8]=[CH:9][CH:10]=1)/[CH:6]=[C:14](\[CH2:15][CH2:16][CH2:17][CH2:18][CH3:19])/[C:12](=[O:11])[CH3:13]. The yield is 0.250. (3) The reactants are [CH:1]([C:4]1[CH:10]=[CH:9][CH:8]=[C:7]([CH:11]([CH3:13])[CH3:12])[C:5]=1[NH2:6])([CH3:3])[CH3:2].[CH2:14](Cl)[CH:15]=[CH2:16].[OH-].[Na+]. The catalyst is O. The product is [CH2:16]([NH:6][C:5]1[C:4]([CH:1]([CH3:3])[CH3:2])=[CH:10][CH:9]=[CH:8][C:7]=1[CH:11]([CH3:13])[CH3:12])[CH:15]=[CH2:14]. The yield is 0.843.